Dataset: Catalyst prediction with 721,799 reactions and 888 catalyst types from USPTO. Task: Predict which catalyst facilitates the given reaction. Reactant: [C:1]1([C:7]2[NH:8][CH:9]=[C:10]([CH:12]=[O:13])[N:11]=2)[CH:6]=[CH:5][CH:4]=[CH:3][CH:2]=1.[H-].[Na+].[S:16]1[C:20]2[CH:21]=[CH:22][CH:23]=[CH:24][C:19]=2[CH:18]=[C:17]1[S:25](Cl)(=[O:27])=[O:26].O. Product: [S:16]1[C:20]2[CH:21]=[CH:22][CH:23]=[CH:24][C:19]=2[CH:18]=[C:17]1[S:25]([N:8]1[CH:9]=[C:10]([CH:12]=[O:13])[N:11]=[C:7]1[C:1]1[CH:2]=[CH:3][CH:4]=[CH:5][CH:6]=1)(=[O:27])=[O:26]. The catalyst class is: 7.